From a dataset of Catalyst prediction with 721,799 reactions and 888 catalyst types from USPTO. Predict which catalyst facilitates the given reaction. (1) Reactant: [F:1][C:2]([F:23])([F:22])[C@@H:3]([OH:21])[CH2:4][N:5]1[CH2:10][CH2:9][O:8][CH:7]([C:11]2[CH:12]=[N:13][C:14]([C:17]([F:20])([F:19])[F:18])=[CH:15][CH:16]=2)[CH2:6]1.[Cl:24][C:25]1[CH:30]=[CH:29][C:28]([N:31]=[C:32]=[O:33])=[CH:27][C:26]=1[F:34]. Product: [ClH:24].[F:23][C:2]([F:1])([F:22])[C@@H:3]([O:21][C:32](=[O:33])[NH:31][C:28]1[CH:29]=[CH:30][C:25]([Cl:24])=[C:26]([F:34])[CH:27]=1)[CH2:4][N:5]1[CH2:10][CH2:9][O:8][C@@H:7]([C:11]2[CH:12]=[N:13][C:14]([C:17]([F:19])([F:20])[F:18])=[CH:15][CH:16]=2)[CH2:6]1. The catalyst class is: 4. (2) Reactant: [N:1]([O-])=O.[Na+].[NH2:5][C:6]1[CH:14]=[C:13]([F:15])[C:12]([Br:16])=[CH:11][C:7]=1[C:8]([OH:10])=[O:9].C(O)(C)C.C(=O)=O.[Sn](Cl)[Cl:25]. Product: [ClH:25].[ClH:25].[Br:16][C:12]1[C:13]([F:15])=[CH:14][C:6]([NH:5][NH2:1])=[C:7]([CH:11]=1)[C:8]([OH:10])=[O:9]. The catalyst class is: 223. (3) Reactant: [OH-].[Na+].C[O:4][C:5](=[O:27])[CH2:6][N:7]1[CH:11]=[C:10]([C:12]2[CH:17]=[CH:16][C:15]([F:18])=[C:14]([CH3:19])[CH:13]=2)[N:9]=[C:8]1[C:20]1[CH:25]=[CH:24][C:23]([F:26])=[CH:22][CH:21]=1. Product: [F:18][C:15]1[CH:16]=[CH:17][C:12]([C:10]2[N:9]=[C:8]([C:20]3[CH:25]=[CH:24][C:23]([F:26])=[CH:22][CH:21]=3)[N:7]([CH2:6][C:5]([OH:27])=[O:4])[CH:11]=2)=[CH:13][C:14]=1[CH3:19]. The catalyst class is: 5. (4) Reactant: Cl[C:2]1[N:3]=[CH:4][C:5]2[N:10]=[N:9][N:8]([CH2:11][C:12]3[CH:13]=[C:14]4[C:19](=[CH:20][CH:21]=3)[N:18]=[CH:17][CH:16]=[CH:15]4)[C:6]=2[N:7]=1.[CH3:22][N:23]1[CH:27]=[C:26](B2OC(C)(C)C(C)(C)O2)[CH:25]=[N:24]1.C([O-])([O-])=O.[Cs+].[Cs+].C(Cl)Cl. Product: [CH3:22][N:23]1[CH:27]=[C:26]([C:2]2[N:3]=[CH:4][C:5]3[N:10]=[N:9][N:8]([CH2:11][C:12]4[CH:13]=[C:14]5[C:19](=[CH:20][CH:21]=4)[N:18]=[CH:17][CH:16]=[CH:15]5)[C:6]=3[N:7]=2)[CH:25]=[N:24]1. The catalyst class is: 149. (5) Reactant: [C:1]([C:3]1[CH:8]=[C:7]([F:9])[C:6]([N+:10]([O-])=O)=[CH:5][C:4]=1[CH2:13][C:14]([O:16][CH2:17][CH3:18])=[O:15])#[CH:2].CCOC(C)=O. Product: [NH2:10][C:6]1[C:7]([F:9])=[CH:8][C:3]([CH2:1][CH3:2])=[C:4]([CH2:13][C:14]([O:16][CH2:17][CH3:18])=[O:15])[CH:5]=1. The catalyst class is: 19. (6) Reactant: CN(C(ON1N=NC2C=CC=NC1=2)=[N+](C)C)C.F[P-](F)(F)(F)(F)F.[C:25]([C:29]1[CH:30]=[C:31]([NH:40][C:41]([NH:43][C:44]2[C:53]3[C:48](=[CH:49][CH:50]=[CH:51][CH:52]=3)[C:47]([O:54][C:55]3[CH:60]=[CH:59][N:58]=[C:57]([NH:61][CH2:62][C:63]4[CH:68]=[CH:67][CH:66]=[CH:65][N:64]=4)[CH:56]=3)=[CH:46][CH:45]=2)=[O:42])[C:32]([O:38][CH3:39])=[C:33]([CH:37]=1)[C:34]([OH:36])=O)([CH3:28])([CH3:27])[CH3:26].[O:69]1[CH2:72][CH:71]([NH2:73])[CH2:70]1. Product: [C:25]([C:29]1[CH:30]=[C:31]([NH:40][C:41]([NH:43][C:44]2[C:53]3[C:48](=[CH:49][CH:50]=[CH:51][CH:52]=3)[C:47]([O:54][C:55]3[CH:60]=[CH:59][N:58]=[C:57]([NH:61][CH2:62][C:63]4[CH:68]=[CH:67][CH:66]=[CH:65][N:64]=4)[CH:56]=3)=[CH:46][CH:45]=2)=[O:42])[C:32]([O:38][CH3:39])=[C:33]([CH:37]=1)[C:34]([NH:73][CH:71]1[CH2:72][O:69][CH2:70]1)=[O:36])([CH3:28])([CH3:26])[CH3:27]. The catalyst class is: 39. (7) Reactant: Cl.Cl[C:3]1[C:12]([C:13]#[N:14])=[C:11]([CH3:15])[C:10]2[C:5](=[CH:6][C:7]([O:18][CH3:19])=[C:8]([O:16][CH3:17])[CH:9]=2)[N:4]=1.C(=O)([O-])[O-].[K+].[K+]. Product: [CH3:17][O:16][C:8]1[CH:9]=[C:10]2[C:5](=[CH:6][C:7]=1[O:18][CH3:19])[N:4]=[CH:3][C:12]([C:13]#[N:14])=[C:11]2[CH3:15]. The catalyst class is: 1.